This data is from Reaction yield outcomes from USPTO patents with 853,638 reactions. The task is: Predict the reaction yield, written as a fraction of the theoretical maximum amount of product (1.0 means a 100% yield; for example, 0.34 means a 34% yield). The reactants are [Cl:1][C:2]1[CH:3]=[C:4]([CH:17]=[CH:18][C:19]=1[O:20][CH2:21][C:22]1[CH:26]=[C:25]([CH3:27])[O:24][N:23]=1)[NH:5][C:6]1[C:15]2[C:10](=[CH:11][CH:12]=[CH:13][C:14]=2F)[N:9]=[CH:8][N:7]=1.[CH3:28][N:29]([CH3:33])[CH2:30][CH2:31][OH:32]. No catalyst specified. The product is [Cl:1][C:2]1[CH:3]=[C:4]([CH:17]=[CH:18][C:19]=1[O:20][CH2:21][C:22]1[CH:26]=[C:25]([CH3:27])[O:24][N:23]=1)[NH:5][C:6]1[C:15]2[C:10](=[CH:11][CH:12]=[CH:13][C:14]=2[O:32][CH2:31][CH2:30][N:29]([CH3:33])[CH3:28])[N:9]=[CH:8][N:7]=1. The yield is 0.730.